This data is from Full USPTO retrosynthesis dataset with 1.9M reactions from patents (1976-2016). The task is: Predict the reactants needed to synthesize the given product. (1) Given the product [OH:15][CH:16]([CH2:47][OH:48])[CH2:17][C:18]1([C:40]2[CH:41]=[CH:42][C:43]([F:46])=[CH:44][CH:45]=2)[CH2:23][CH2:22][N:21]([C@H:24]([C:26]2[CH:27]=[CH:28][C:29]([C:32]3[CH:37]=[CH:36][C:35]([F:38])=[CH:34][CH:33]=3)=[CH:30][CH:31]=2)[CH3:25])[C:20](=[O:39])[NH:19]1, predict the reactants needed to synthesize it. The reactants are: FC1C=CC(C2CCNC(=O)N2)=CC=1.[OH:15][CH:16]([CH2:47][OH:48])[CH2:17][C@@:18]1([C:40]2[CH:45]=[CH:44][C:43]([F:46])=[CH:42][CH:41]=2)[CH2:23][CH2:22][N:21]([C@H:24]([C:26]2[CH:31]=[CH:30][C:29]([C:32]3[CH:37]=[CH:36][C:35]([F:38])=[CH:34][CH:33]=3)=[CH:28][CH:27]=2)[CH3:25])[C:20](=[O:39])[NH:19]1. (2) Given the product [CH2:1]([O:3][C:4](=[O:23])[C:5]1[CH:15]=[C:14]([C:16](=[O:22])[N:17]([CH3:21])[CH2:18][CH2:19][CH3:20])[CH:13]=[C:7]([C:8]([OH:10])=[O:9])[CH:6]=1)[CH3:2], predict the reactants needed to synthesize it. The reactants are: [CH2:1]([O:3][C:4](=[O:23])[C:5]1[CH:15]=[C:14]([C:16](=[O:22])[N:17]([CH3:21])[CH2:18][CH2:19][CH3:20])[CH:13]=[C:7]([C:8]([O:10]CC)=[O:9])[CH:6]=1)[CH3:2].[OH-].[Na+].Cl. (3) Given the product [ClH:1].[CH3:53][O:52][C:44]1[CH:43]=[C:42]([C:39]2[CH:38]=[CH:37][C:36]([C:35]([N:32]3[CH2:31][CH2:30][CH:29]([CH2:28][CH:27]([N:55]([CH3:56])[CH3:57])[CH2:26][CH:23]4[CH2:22][CH2:21][N:20]([C:18](=[O:19])[C:17]5[CH:16]=[CH:15][C:14]([C:6]6[CH:5]=[C:4]([O:3][CH3:2])[C:9]([O:10][CH3:11])=[C:8]([O:12][CH3:13])[CH:7]=6)=[CH:59][CH:58]=5)[CH2:25][CH2:24]4)[CH2:34][CH2:33]3)=[O:54])=[CH:41][CH:40]=2)[CH:47]=[C:46]([O:48][CH3:49])[C:45]=1[O:50][CH3:51], predict the reactants needed to synthesize it. The reactants are: [ClH:1].[CH3:2][O:3][C:4]1[CH:5]=[C:6]([C:14]2[CH:59]=[CH:58][C:17]([C:18]([N:20]3[CH2:25][CH2:24][CH:23]([CH2:26][CH:27]([N:55]([CH3:57])[CH3:56])[CH2:28][CH:29]4[CH2:34][CH2:33][N:32]([C:35](=[O:54])[C:36]5[CH:41]=[CH:40][C:39]([C:42]6[CH:47]=[C:46]([O:48][CH3:49])[C:45]([O:50][CH3:51])=[C:44]([O:52][CH3:53])[CH:43]=6)=[CH:38][CH:37]=5)[CH2:31][CH2:30]4)[CH2:22][CH2:21]3)=[O:19])=[CH:16][CH:15]=2)[CH:7]=[C:8]([O:12][CH3:13])[C:9]=1[O:10][CH3:11]. (4) Given the product [Br:1][C:2]1[CH:7]=[CH:6][C:5](/[C:8](=[N:22]/[O:23][CH2:24][CH3:25])/[CH:9]2[CH2:10][CH2:11][N:12]([C:15]3([CH3:21])[CH2:20][CH2:19][N:18]([C:36]([C:32]4[CH:31]=[C:30]5[C:35](=[CH:34][CH:33]=4)[N:26]=[CH:27][CH:28]=[CH:29]5)=[O:37])[CH2:17][CH2:16]3)[CH2:13][CH2:14]2)=[CH:4][CH:3]=1, predict the reactants needed to synthesize it. The reactants are: [Br:1][C:2]1[CH:7]=[CH:6][C:5]([C:8](=[N:22][O:23][CH2:24][CH3:25])[CH:9]2[CH2:14][CH2:13][N:12]([C:15]3([CH3:21])[CH2:20][CH2:19][NH:18][CH2:17][CH2:16]3)[CH2:11][CH2:10]2)=[CH:4][CH:3]=1.[N:26]1[C:35]2[C:30](=[CH:31][C:32]([C:36](O)=[O:37])=[CH:33][CH:34]=2)[CH:29]=[CH:28][CH:27]=1.CCN(CC)CC.CN(C(ON1N=NC2C=CC=NC1=2)=[N+](C)C)C.F[P-](F)(F)(F)(F)F. (5) Given the product [CH3:20][C:11]1[CH:16]=[CH:15][C:14]([S:17]([C:2]2[CH:9]=[CH:8][CH:7]=[CH:6][C:3]=2[CH:4]=[O:5])(=[O:19])=[O:18])=[CH:13][CH:12]=1, predict the reactants needed to synthesize it. The reactants are: F[C:2]1[CH:9]=[CH:8][CH:7]=[CH:6][C:3]=1[CH:4]=[O:5].[Na+].[C:11]1([CH3:20])[CH:16]=[CH:15][C:14]([S:17]([O-:19])=[O:18])=[CH:13][CH:12]=1. (6) Given the product [OH:1][CH2:2][C:3]([NH:6][C:7]([C:9]1[C:10]2[CH2:11][C@@H:12]3[CH2:24][C@@H:13]3[C:14]=2[N:15]([C:17]2[CH:22]=[CH:21][C:20]([CH:25]3[CH2:27][CH2:26]3)=[CH:19][N:18]=2)[N:16]=1)=[O:8])([CH3:5])[CH3:4], predict the reactants needed to synthesize it. The reactants are: [OH:1][CH2:2][C:3]([NH:6][C:7]([C:9]1[C:10]2[CH2:11][C@@H:12]3[CH2:24][C@@H:13]3[C:14]=2[N:15]([C:17]2[CH:22]=[CH:21][C:20](Br)=[CH:19][N:18]=2)[N:16]=1)=[O:8])([CH3:5])[CH3:4].[CH:25]1(B(O)O)[CH2:27][CH2:26]1.P([O-])([O-])([O-])=O.[K+].[K+].[K+]. (7) Given the product [CH3:28][S:25]([C:22]1[CH:23]=[CH:24][C:19]([C:17]2[CH:18]=[C:13]3[CH2:12][CH:11]([CH:8]4[CH2:7][CH2:6][N:5]([C:3]5[N:4]=[C:30]([CH2:31][CH2:32][CH3:33])[O:1][N:2]=5)[CH2:10][CH2:9]4)[O:29][C:14]3=[CH:15][N:16]=2)=[CH:20][CH:21]=1)(=[O:27])=[O:26], predict the reactants needed to synthesize it. The reactants are: [OH:1][NH:2][C:3]([N:5]1[CH2:10][CH2:9][CH:8]([CH:11]2[O:29][C:14]3=[CH:15][N:16]=[C:17]([C:19]4[CH:24]=[CH:23][C:22]([S:25]([CH3:28])(=[O:27])=[O:26])=[CH:21][CH:20]=4)[CH:18]=[C:13]3[CH2:12]2)[CH2:7][CH2:6]1)=[NH:4].[C:30](Cl)(=O)[CH2:31][CH2:32][CH3:33]. (8) Given the product [ClH:29].[CH2:1]([O:8][N:9]1[C:15](=[O:16])[N:14]2[CH2:17][C@H:10]1[CH2:11][CH2:12][C@H:13]2[C:18]([NH:20][NH2:21])=[O:19])[C:2]1[CH:7]=[CH:6][CH:5]=[CH:4][CH:3]=1, predict the reactants needed to synthesize it. The reactants are: [CH2:1]([O:8][N:9]1[C:15](=[O:16])[N:14]2[CH2:17][C@H:10]1[CH2:11][CH2:12][C@H:13]2[C:18]([NH:20][NH:21]C(OC(C)(C)C)=O)=[O:19])[C:2]1[CH:7]=[CH:6][CH:5]=[CH:4][CH:3]=1.[ClH:29].CCOCC. (9) Given the product [Cl:24][C:19]1[CH:20]=[CH:21][CH:22]=[CH:23][C:18]=1[NH:17][C:15]1[NH:14][C:13](=[O:25])[CH:12]=[C:11]([C:9]2[CH:8]=[CH:7][C:5]3[NH:6][C:2]([NH:1][C:32]([C:28]4[CH:27]=[N:26][CH:31]=[CH:30][CH:29]=4)=[O:33])=[N:3][C:4]=3[CH:10]=2)[N:16]=1, predict the reactants needed to synthesize it. The reactants are: [NH2:1][C:2]1[NH:6][C:5]2[CH:7]=[CH:8][C:9]([C:11]3[NH:16][C:15]([NH:17][C:18]4[CH:23]=[CH:22][CH:21]=[CH:20][C:19]=4[Cl:24])=[N:14][C:13](=[O:25])[CH:12]=3)=[CH:10][C:4]=2[N:3]=1.[N:26]1[CH:31]=[CH:30][CH:29]=[C:28]([C:32](O)=[O:33])[CH:27]=1. (10) Given the product [NH2:1][C:4]1[CH:9]=[CH:8][C:7]([N:10]2[CH2:15][CH2:14][N:13]([C:16]([O:18][C:19]([CH3:22])([CH3:21])[CH3:20])=[O:17])[CH2:12][CH2:11]2)=[CH:6][CH:5]=1, predict the reactants needed to synthesize it. The reactants are: [N+:1]([C:4]1[CH:9]=[CH:8][C:7]([N:10]2[CH2:15][CH2:14][N:13]([C:16]([O:18][C:19]([CH3:22])([CH3:21])[CH3:20])=[O:17])[CH2:12][CH2:11]2)=[CH:6][CH:5]=1)([O-])=O.[H][H].